From a dataset of Full USPTO retrosynthesis dataset with 1.9M reactions from patents (1976-2016). Predict the reactants needed to synthesize the given product. Given the product [CH2:13]([NH2:16])[CH2:14][CH3:15].[O:1]=[CH:2][C@H:3]([C@H:5]([C@@H:7]([C@@H:9]([CH2:11][OH:12])[OH:10])[OH:8])[OH:6])[OH:4], predict the reactants needed to synthesize it. The reactants are: [O:1]=[CH:2][C@H:3]([C@H:5]([C@@H:7]([C@@H:9]([CH2:11][OH:12])[OH:10])[OH:8])[OH:6])[OH:4].[CH2:13]([NH2:16])[CH2:14][CH3:15].